From a dataset of Full USPTO retrosynthesis dataset with 1.9M reactions from patents (1976-2016). Predict the reactants needed to synthesize the given product. (1) Given the product [Cl:7][C:8]1[S:12][C:11]([S:13]([N:16]([CH:17]2[CH:23]3[CH2:24][CH2:25][CH:18]2[CH2:19][C:20]2[CH:29]=[CH:28][C:27]([C:30]#[N:31])=[CH:26][C:21]=2[CH2:22]3)[CH2:32][O:33][CH3:34])(=[O:15])=[O:14])=[CH:10][CH:9]=1, predict the reactants needed to synthesize it. The reactants are: CC(C)([O-])C.[K+].[Cl:7][C:8]1[S:12][C:11]([S:13]([NH:16][CH:17]2[CH:23]3[CH2:24][CH2:25][CH:18]2[CH2:19][C:20]2[CH:29]=[CH:28][C:27]([C:30]#[N:31])=[CH:26][C:21]=2[CH2:22]3)(=[O:15])=[O:14])=[CH:10][CH:9]=1.[CH3:32][O:33][CH2:34]Cl.O. (2) Given the product [Br:1][C:2]1[CH:3]=[C:4]([CH:8]([NH2:17])[CH3:9])[CH:5]=[CH:6][CH:7]=1, predict the reactants needed to synthesize it. The reactants are: [Br:1][C:2]1[CH:3]=[C:4]([C:8](=O)[CH3:9])[CH:5]=[CH:6][CH:7]=1.C([O-])(=O)C.[NH4+].C([BH3-])#[N:17].[Na+]. (3) Given the product [F:27][C:28]1[C:33]([F:34])=[CH:32][CH:31]=[CH:30][C:29]=1[C@@H:35]1[CH2:45][CH2:44][C@H:43]([OH:46])[C:38]2=[N:39][CH:40]=[CH:41][CH:42]=[C:37]2[C@H:36]1[NH:47][C:48](=[O:54])[O:49][C:50]([CH3:52])([CH3:51])[CH3:53], predict the reactants needed to synthesize it. The reactants are: CC(OC(/N=N/C(OC(C)C)=O)=O)C.[N+](C1C=CC(C(O)=O)=CC=1)([O-])=O.[F:27][C:28]1[C:33]([F:34])=[CH:32][CH:31]=[CH:30][C:29]=1[C@@H:35]1[CH2:45][CH2:44][C@@H:43]([OH:46])[C:38]2=[N:39][CH:40]=[CH:41][CH:42]=[C:37]2[C@H:36]1[NH:47][C:48](=[O:54])[O:49][C:50]([CH3:53])([CH3:52])[CH3:51].[OH-].[Li+]. (4) Given the product [ClH:10].[CH2:11]([O:8][C:7](=[O:9])[C:2]1([CH2:6][CH2:5][CH2:4][CH2:3]1)[NH2:1])[CH3:12], predict the reactants needed to synthesize it. The reactants are: [NH2:1][C:2]1([C:7]([OH:9])=[O:8])[CH2:6][CH2:5][CH2:4][CH2:3]1.[ClH:10].[CH3:11][CH2:12]O.